Dataset: Full USPTO retrosynthesis dataset with 1.9M reactions from patents (1976-2016). Task: Predict the reactants needed to synthesize the given product. (1) Given the product [CH2:24]([C:21]1[CH:20]=[N:19][C:18]([N:15]2[CH2:16][CH2:17][CH:12]([O:11][C:9]3[S:10][C:4]4[C:5]([N:8]=3)=[N:6][CH:7]=[C:2]([C:35]3[CH2:40][CH2:39][N:38]([C:41]([O:43][C:44]([CH3:47])([CH3:46])[CH3:45])=[O:42])[CH2:37][CH:36]=3)[CH:3]=4)[CH2:13][CH2:14]2)=[N:23][CH:22]=1)[CH2:25][CH3:26], predict the reactants needed to synthesize it. The reactants are: Br[C:2]1[CH:3]=[C:4]2[S:10][C:9]([O:11][CH:12]3[CH2:17][CH2:16][N:15]([C:18]4[N:23]=[CH:22][C:21]([CH2:24][CH2:25][CH3:26])=[CH:20][N:19]=4)[CH2:14][CH2:13]3)=[N:8][C:5]2=[N:6][CH:7]=1.CC1(C)C(C)(C)OB([C:35]2[CH2:40][CH2:39][N:38]([C:41]([O:43][C:44]([CH3:47])([CH3:46])[CH3:45])=[O:42])[CH2:37][CH:36]=2)O1.C(C1C=NC(N2CCC(OC3SC4C=C(C5CCN(C(OC(C)(C)C)=O)CC=5)C=CC=4N=3)CC2)=NC=1)CC. (2) Given the product [NH2:4][C:5]1[C:10]2=[C:11]([C:20]3[CH:25]=[CH:24][C:23]([NH:26][C:27](=[O:28])[NH:29][C:30]4[CH:35]=[C:34]([C:36]([F:39])([F:37])[F:38])[CH:33]=[CH:32][C:31]=4[F:40])=[C:22]([F:41])[CH:21]=3)[CH:12]=[C:13]([CH:14]3[CH2:19][CH2:18][N:17]([C:44]([NH:43][CH3:42])=[O:45])[CH2:16][CH2:15]3)[N:9]2[N:8]=[CH:7][N:6]=1, predict the reactants needed to synthesize it. The reactants are: C(Cl)Cl.[NH2:4][C:5]1[C:10]2=[C:11]([C:20]3[CH:25]=[CH:24][C:23]([NH:26][C:27]([NH:29][C:30]4[CH:35]=[C:34]([C:36]([F:39])([F:38])[F:37])[CH:33]=[CH:32][C:31]=4[F:40])=[O:28])=[C:22]([F:41])[CH:21]=3)[CH:12]=[C:13]([CH:14]3[CH2:19][CH2:18][NH:17][CH2:16][CH2:15]3)[N:9]2[N:8]=[CH:7][N:6]=1.[CH3:42][N:43]=[C:44]=[O:45]. (3) Given the product [C:36]([O:35][C:33]([NH:32][C@@H:10]([CH2:11][CH2:12][C:13]1[N:17]([CH2:18][C:19]2[CH:24]=[CH:23][CH:22]=[C:21]([F:25])[CH:20]=2)[C:16]2[CH:26]=[C:27]([CH3:31])[C:28]([CH3:30])=[CH:29][C:15]=2[N:14]=1)[C:9]([NH:83][O:82][C:63]([C:64]1[CH:69]=[CH:68][CH:67]=[CH:66][CH:65]=1)([C:76]1[CH:77]=[CH:78][CH:79]=[CH:80][CH:81]=1)[C:70]1[CH:71]=[CH:72][CH:73]=[CH:74][CH:75]=1)=[O:40])=[O:34])([CH3:39])([CH3:37])[CH3:38], predict the reactants needed to synthesize it. The reactants are: C(O[C:9](=[O:40])[C@@H:10]([NH:32][C:33]([O:35][C:36]([CH3:39])([CH3:38])[CH3:37])=[O:34])[CH2:11][CH2:12][C:13]1[N:17]([CH2:18][C:19]2[CH:24]=[CH:23][CH:22]=[C:21]([F:25])[CH:20]=2)[C:16]2[CH:26]=[C:27]([CH3:31])[C:28]([CH3:30])=[CH:29][C:15]=2[N:14]=1)C1C=CC=CC=1.CCN=C=NCCCN(C)C.Cl.C1C=CC2N(O)N=NC=2C=1.[C:63]([O:82][NH2:83])([C:76]1[CH:81]=[CH:80][CH:79]=[CH:78][CH:77]=1)([C:70]1[CH:75]=[CH:74][CH:73]=[CH:72][CH:71]=1)[C:64]1[CH:69]=[CH:68][CH:67]=[CH:66][CH:65]=1. (4) Given the product [CH2:1]([O:3][C:4](=[O:24])[CH2:5][N:6]1[C:14]2[N:13]=[CH:12][N:11]([CH2:15][C:16]3[CH:21]=[CH:20][CH:19]=[CH:18][CH:17]=3)[C:10]=2[C:9](=[O:22])[N:8]([CH2:32][CH2:33][C:34]2[CH:39]=[CH:38][CH:37]=[CH:36][CH:35]=2)[C:7]1=[O:23])[CH3:2], predict the reactants needed to synthesize it. The reactants are: [CH2:1]([O:3][C:4](=[O:24])[CH2:5][N:6]1[C:14]2[N:13]=[CH:12][N:11]([CH2:15][C:16]3[CH:21]=[CH:20][CH:19]=[CH:18][CH:17]=3)[C:10]=2[C:9](=[O:22])[NH:8][C:7]1=[O:23])[CH3:2].C(=O)([O-])[O-].[K+].[K+].Br[CH2:32][CH2:33][C:34]1[CH:39]=[CH:38][CH:37]=[CH:36][CH:35]=1.CN(C)C=O. (5) The reactants are: C(OC(=O)[NH:7][C@H:8]([CH2:28][C:29]1[CH:34]=[CH:33][C:32]([O:35][CH3:36])=[CH:31][CH:30]=1)[C:9]([N:11]1[CH2:16][CH2:15][C:14]([C:23](=[O:27])[CH2:24][CH2:25][CH3:26])([CH:17]2[CH2:22][CH2:21][CH2:20][CH2:19][CH2:18]2)[CH2:13][CH2:12]1)=[O:10])(C)(C)C.FC(F)(F)C(O)=O.[OH-].[Na+]. Given the product [NH2:7][C@H:8]([CH2:28][C:29]1[CH:30]=[CH:31][C:32]([O:35][CH3:36])=[CH:33][CH:34]=1)[C:9]([N:11]1[CH2:16][CH2:15][C:14]([C:23](=[O:27])[CH2:24][CH2:25][CH3:26])([CH:17]2[CH2:18][CH2:19][CH2:20][CH2:21][CH2:22]2)[CH2:13][CH2:12]1)=[O:10], predict the reactants needed to synthesize it. (6) Given the product [C:1]([O:6][C@H:7]1[CH2:15][CH2:14][CH2:13][C@H:12]([NH:16][C:17](=[O:27])[C:18]2[C:23]([O:24][CH2:49][O:48][C:46]([CH2:45][O:44][CH2:42][CH3:43])=[O:47])=[C:22]([O:25][CH3:26])[CH:21]=[CH:20][N:19]=2)[C:11](=[O:28])[O:10][C@@H:9]([CH3:29])[C@@H:8]1[CH2:30][CH2:31][CH2:32][CH3:33])(=[O:5])[CH:2]([CH3:4])[CH3:3], predict the reactants needed to synthesize it. The reactants are: [C:1]([O:6][C@H:7]1[CH2:15][CH2:14][CH2:13][C@H:12]([NH:16][C:17](=[O:27])[C:18]2[C:23]([OH:24])=[C:22]([O:25][CH3:26])[CH:21]=[CH:20][N:19]=2)[C:11](=[O:28])[O:10][C@@H:9]([CH3:29])[C@@H:8]1[CH2:30][CH2:31][CH2:32][CH3:33])(=[O:5])[CH:2]([CH3:4])[CH3:3].C([O-])([O-])=O.[Na+].[Na+].[Na+].[I-].[CH2:42]([O:44][CH2:45][C:46]([O:48][CH2:49]Cl)=[O:47])[CH3:43]. (7) Given the product [CH2:16]([NH:23][C:24]([C:26]1[S:30][C:29]([N:31]2[CH2:35][CH2:34][N:33]([CH2:10][C:11]([O:13][CH2:14][CH3:15])=[O:12])[C:32]2=[O:36])=[N:28][C:27]=1[CH3:37])=[O:25])[C:17]1[CH:22]=[CH:21][CH:20]=[CH:19][CH:18]=1, predict the reactants needed to synthesize it. The reactants are: C(Br)C1C=CC=CC=1.Br[CH2:10][C:11]([O:13][CH2:14][CH3:15])=[O:12].[CH2:16]([NH:23][C:24]([C:26]1[S:30][C:29]([N:31]2[CH2:35][CH2:34][NH:33][C:32]2=[O:36])=[N:28][C:27]=1[CH3:37])=[O:25])[C:17]1[CH:22]=[CH:21][CH:20]=[CH:19][CH:18]=1.